From a dataset of Full USPTO retrosynthesis dataset with 1.9M reactions from patents (1976-2016). Predict the reactants needed to synthesize the given product. (1) Given the product [CH2:42]([O:49][C:50]([NH:39][C:4]1[C:8]([O:9][CH3:10])=[C:7]([C:11]2[CH:12]=[CH:13][C:14]([Cl:17])=[CH:15][CH:16]=2)[N:6]([C:18]2[CH:23]=[CH:22][CH:21]=[CH:20][C:19]=2[Cl:24])[N:5]=1)=[O:53])[C:43]1[CH:48]=[CH:47][CH:46]=[CH:45][CH:44]=1, predict the reactants needed to synthesize it. The reactants are: C([C:4]1[C:8]([O:9][CH3:10])=[C:7]([C:11]2[CH:16]=[CH:15][C:14]([Cl:17])=[CH:13][CH:12]=2)[N:6]([C:18]2[CH:23]=[CH:22][CH:21]=[CH:20][C:19]=2[Cl:24])[N:5]=1)(O)=O.C1(P([N:39]=[N+]=[N-])(C2C=CC=CC=2)=O)C=CC=CC=1.[CH2:42]([OH:49])[C:43]1[CH:48]=[CH:47][CH:46]=[CH:45][CH:44]=1.[C:50](=[O:53])([O-])O.[Na+]. (2) Given the product [Cl:17][C:14]1[CH:15]=[CH:16][C:11]([N:8]2[CH2:9][CH2:10][N:5]([C:3](=[O:4])[CH2:2][O:54][C@H:51]3[CH2:52][CH2:53][C@H:48]([NH:47][C:44]4[CH:45]=[CH:46][C:41]([N+:38]([O-:40])=[O:39])=[C:42]([C:55]([F:56])([F:57])[F:58])[CH:43]=4)[CH2:49][CH2:50]3)[CH2:6][CH2:7]2)=[C:12]([F:18])[CH:13]=1, predict the reactants needed to synthesize it. The reactants are: Cl[CH2:2][C:3]([N:5]1[CH2:10][CH2:9][N:8]([C:11]2[CH:16]=[CH:15][C:14]([Cl:17])=[CH:13][C:12]=2[F:18])[CH2:7][CH2:6]1)=[O:4].ClC1C=CC(N2CCNCC2)=C(F)C=1.ClCC(Cl)=O.[N+:38]([C:41]1[CH:46]=[CH:45][C:44]([NH:47][C@H:48]2[CH2:53][CH2:52][C@H:51]([OH:54])[CH2:50][CH2:49]2)=[CH:43][C:42]=1[C:55]([F:58])([F:57])[F:56])([O-:40])=[O:39]. (3) Given the product [ClH:40].[NH2:1][C:2]([CH3:38])([CH3:39])[C:3]([NH:5][C@H:6]([CH2:34][CH:35]([CH3:36])[CH3:37])[C:7]([NH:9][CH:10]1[CH2:19][C:18]2[C:13](=[C:14]([N:20]3[C:21](=[O:26])[CH2:22][CH2:23][C:24]3=[O:25])[CH:15]=[CH:16][CH:17]=2)[N:12]([CH2:27][C:28]2[CH:32]=[CH:31][S:30][CH:29]=2)[C:11]1=[O:33])=[O:8])=[O:4], predict the reactants needed to synthesize it. The reactants are: [NH2:1][C:2]([CH3:39])([CH3:38])[C:3]([NH:5][C@H:6]([CH2:34][CH:35]([CH3:37])[CH3:36])[C:7]([NH:9][CH:10]1[CH2:19][C:18]2[C:13](=[C:14]([N:20]3[C:24](=[O:25])[CH2:23][CH2:22][C:21]3=[O:26])[CH:15]=[CH:16][CH:17]=2)[N:12]([CH2:27][C:28]2[CH:32]=[CH:31][S:30][CH:29]=2)[C:11]1=[O:33])=[O:8])=[O:4].[ClH:40]. (4) Given the product [Br:23][C:6]1[C:5]([C:3]([O:2][CH3:1])=[O:4])=[C:14]2[C:9]([NH:10][C:11]([CH3:17])([CH3:16])[C:12](=[O:15])[NH:13]2)=[CH:8][CH:7]=1, predict the reactants needed to synthesize it. The reactants are: [CH3:1][O:2][C:3]([C:5]1[CH:6]=[CH:7][CH:8]=[C:9]2[C:14]=1[NH:13][C:12](=[O:15])[C:11]([CH3:17])([CH3:16])[NH:10]2)=[O:4].CN(C)C=O.[Br:23]C1C(=O)C(Br)=CC(Br)(Br)C=1.C(OCC)(=O)C.